This data is from Reaction yield outcomes from USPTO patents with 853,638 reactions. The task is: Predict the reaction yield, written as a fraction of the theoretical maximum amount of product (1.0 means a 100% yield; for example, 0.34 means a 34% yield). (1) The reactants are [H-].[Na+].[CH3:3][C:4]([C:6]1[CH:7]=[CH:8][C:9]([OH:12])=[CH:10][CH:11]=1)=[O:5].Br[CH:14]([CH3:16])[CH3:15].O. The catalyst is CN(C=O)C. The product is [CH:14]([O:12][C:9]1[CH:10]=[CH:11][C:6]([C:4](=[O:5])[CH3:3])=[CH:7][CH:8]=1)([CH3:16])[CH3:15]. The yield is 0.660. (2) The reactants are [I:1][C:2]1[C:10]2[C:5](=[CH:6][C:7]([N+:12]([O-:14])=[O:13])=[C:8]([CH3:11])[CH:9]=2)[NH:4][N:3]=1.C(N(CC)CC)C.[C:22]([O:26][C:27](O[C:27]([O:26][C:22]([CH3:25])([CH3:24])[CH3:23])=[O:28])=[O:28])([CH3:25])([CH3:24])[CH3:23].O. The catalyst is C(#N)C.CO.CN(C1C=CN=CC=1)C.ClCCl. The product is [C:22]([O:26][C:27]([N:4]1[C:5]2[C:10](=[CH:9][C:8]([CH3:11])=[C:7]([N+:12]([O-:14])=[O:13])[CH:6]=2)[C:2]([I:1])=[N:3]1)=[O:28])([CH3:25])([CH3:24])[CH3:23]. The yield is 0.940. (3) The reactants are [NH2:1][C:2]1[N:3]=[C:4]2[CH:9]=[CH:8][C:7]([O:10][C:11]3[CH:12]=[C:13]([NH:17][C:18](=[O:29])[C:19]4[CH:24]=[CH:23][CH:22]=[C:21]([C:25]([F:28])([F:27])[F:26])[CH:20]=4)[CH:14]=[CH:15][CH:16]=3)=[N:6][N:5]2[CH:30]=1.[C:31](O)(=[O:34])[CH2:32][CH3:33].Cl.CN(C)CCCN=C=NCC.ON1C2C=CC=CC=2N=N1.C(N(CC)CC)C. The catalyst is CN(C)C=O. The product is [C:31]([NH:1][C:2]1[N:3]=[C:4]2[CH:9]=[CH:8][C:7]([O:10][C:11]3[CH:12]=[C:13]([NH:17][C:18](=[O:29])[C:19]4[CH:24]=[CH:23][CH:22]=[C:21]([C:25]([F:28])([F:27])[F:26])[CH:20]=4)[CH:14]=[CH:15][CH:16]=3)=[N:6][N:5]2[CH:30]=1)(=[O:34])[CH2:32][CH3:33]. The yield is 0.680. (4) The reactants are C[O:2][C:3]1[CH:4]=[C:5]([CH:15]=[CH:16][N:17]=1)[C:6]([NH:8][C:9]1[CH:14]=[CH:13][CH:12]=[CH:11][CH:10]=1)=[O:7].I[Si](C)(C)C.CO. The catalyst is C(Cl)(Cl)Cl. The product is [OH:2][C:3]1[CH:4]=[C:5]([CH:15]=[CH:16][N:17]=1)[C:6]([NH:8][C:9]1[CH:14]=[CH:13][CH:12]=[CH:11][CH:10]=1)=[O:7]. The yield is 0.190. (5) The reactants are [Cl:1][C:2]1[CH:3]=[C:4]([C:9]([C@H:11]2[CH2:13][C@@H:12]2[C:14]([O:16][CH2:17][CH2:18][O:19]C2CCCCO2)=[O:15])=[O:10])[CH:5]=[CH:6][C:7]=1[Cl:8]. The catalyst is Cl. The product is [Cl:1][C:2]1[CH:3]=[C:4]([C:9]([C@H:11]2[CH2:13][C@@H:12]2[C:14]([O:16][CH2:17][CH2:18][OH:19])=[O:15])=[O:10])[CH:5]=[CH:6][C:7]=1[Cl:8]. The yield is 0.290. (6) The reactants are [C:1]([C:5]1[CH:10]=[C:9](Br)[C:8]([N+:12]([O-:14])=[O:13])=[CH:7][C:6]=1[O:15][CH3:16])([CH3:4])([CH3:3])[CH3:2].[F-:17].[K+].[K+].[Br-].Cl[C:22]([F:28])([F:27])C(OC)=O. The catalyst is CN(C=O)C.O.[Cu]I. The product is [C:1]([C:5]1[CH:10]=[C:9]([C:22]([F:28])([F:17])[F:27])[C:8]([N+:12]([O-:14])=[O:13])=[CH:7][C:6]=1[O:15][CH3:16])([CH3:4])([CH3:3])[CH3:2]. The yield is 0.610. (7) The yield is 1.00. The catalyst is ClCCl. The reactants are [C:1](Cl)(=[O:8])[C:2]1[CH:7]=[CH:6][CH:5]=[CH:4][CH:3]=1.[CH2:10]1[O:12][CH:11]1[CH2:13][OH:14].N1C=CC=CC=1. The product is [C:1]([O:14][CH2:13][CH:11]1[CH2:10][O:12]1)(=[O:8])[C:2]1[CH:7]=[CH:6][CH:5]=[CH:4][CH:3]=1.